Dataset: Full USPTO retrosynthesis dataset with 1.9M reactions from patents (1976-2016). Task: Predict the reactants needed to synthesize the given product. Given the product [Br:16][C:17]1[CH:18]=[C:19]2[C:23](=[C:24]([C:26]([O:28][CH3:29])=[O:27])[CH:25]=1)[N:22]([C:9]([O:11][C:12]([CH3:13])([CH3:14])[CH3:15])=[O:10])[CH:21]=[C:20]2[CH:30]1[CH2:31][CH2:32][S:33][CH2:34][CH2:35]1, predict the reactants needed to synthesize it. The reactants are: [CH3:13][C:12]([O:11][C:9](O[C:9]([O:11][C:12]([CH3:15])([CH3:14])[CH3:13])=[O:10])=[O:10])([CH3:15])[CH3:14].[Br:16][C:17]1[CH:18]=[C:19]2[C:23](=[C:24]([C:26]([O:28][CH3:29])=[O:27])[CH:25]=1)[NH:22][CH:21]=[C:20]2[CH:30]1[CH2:35][CH2:34][S:33][CH2:32][CH2:31]1.